Dataset: NCI-60 drug combinations with 297,098 pairs across 59 cell lines. Task: Regression. Given two drug SMILES strings and cell line genomic features, predict the synergy score measuring deviation from expected non-interaction effect. (1) Drug 1: CC1=C(C(=CC=C1)Cl)NC(=O)C2=CN=C(S2)NC3=CC(=NC(=N3)C)N4CCN(CC4)CCO. Drug 2: CC12CCC3C(C1CCC2OP(=O)(O)O)CCC4=C3C=CC(=C4)OC(=O)N(CCCl)CCCl.[Na+]. Cell line: HCT116. Synergy scores: CSS=29.2, Synergy_ZIP=-1.81, Synergy_Bliss=2.10, Synergy_Loewe=-2.14, Synergy_HSA=1.97. (2) Drug 1: CC1C(C(CC(O1)OC2CC(CC3=C2C(=C4C(=C3O)C(=O)C5=C(C4=O)C(=CC=C5)OC)O)(C(=O)C)O)N)O.Cl. Drug 2: C1=NNC2=C1C(=O)NC=N2. Cell line: HS 578T. Synergy scores: CSS=16.1, Synergy_ZIP=-1.23, Synergy_Bliss=4.61, Synergy_Loewe=-20.9, Synergy_HSA=2.03. (3) Drug 1: CC1=C(C(=CC=C1)Cl)NC(=O)C2=CN=C(S2)NC3=CC(=NC(=N3)C)N4CCN(CC4)CCO. Drug 2: CC1=C(C(=O)C2=C(C1=O)N3CC4C(C3(C2COC(=O)N)OC)N4)N. Cell line: HCT116. Synergy scores: CSS=26.3, Synergy_ZIP=4.37, Synergy_Bliss=8.90, Synergy_Loewe=-6.91, Synergy_HSA=0.200. (4) Drug 1: CC1CCC2CC(C(=CC=CC=CC(CC(C(=O)C(C(C(=CC(C(=O)CC(OC(=O)C3CCCCN3C(=O)C(=O)C1(O2)O)C(C)CC4CCC(C(C4)OC)OCCO)C)C)O)OC)C)C)C)OC. Drug 2: CC(C)CN1C=NC2=C1C3=CC=CC=C3N=C2N. Cell line: OVCAR3. Synergy scores: CSS=4.90, Synergy_ZIP=0.906, Synergy_Bliss=4.20, Synergy_Loewe=-0.582, Synergy_HSA=0.548. (5) Drug 1: C1C(C(OC1N2C=C(C(=O)NC2=O)F)CO)O. Drug 2: CC(C)NC(=O)C1=CC=C(C=C1)CNNC.Cl. Cell line: NCI-H522. Synergy scores: CSS=3.11, Synergy_ZIP=-1.79, Synergy_Bliss=-0.540, Synergy_Loewe=-9.59, Synergy_HSA=-2.08. (6) Drug 1: CCN(CC)CCNC(=O)C1=C(NC(=C1C)C=C2C3=C(C=CC(=C3)F)NC2=O)C. Drug 2: C1C(C(OC1N2C=NC(=NC2=O)N)CO)O. Cell line: SF-268. Synergy scores: CSS=0.491, Synergy_ZIP=0.741, Synergy_Bliss=-0.811, Synergy_Loewe=-0.125, Synergy_HSA=-1.98. (7) Drug 1: CC1C(C(=O)NC(C(=O)N2CCCC2C(=O)N(CC(=O)N(C(C(=O)O1)C(C)C)C)C)C(C)C)NC(=O)C3=C4C(=C(C=C3)C)OC5=C(C(=O)C(=C(C5=N4)C(=O)NC6C(OC(=O)C(N(C(=O)CN(C(=O)C7CCCN7C(=O)C(NC6=O)C(C)C)C)C)C(C)C)C)N)C. Drug 2: CC1CCC2CC(C(=CC=CC=CC(CC(C(=O)C(C(C(=CC(C(=O)CC(OC(=O)C3CCCCN3C(=O)C(=O)C1(O2)O)C(C)CC4CCC(C(C4)OC)O)C)C)O)OC)C)C)C)OC. Cell line: U251. Synergy scores: CSS=7.39, Synergy_ZIP=9.71, Synergy_Bliss=12.4, Synergy_Loewe=6.84, Synergy_HSA=10.7. (8) Drug 1: CC=C1C(=O)NC(C(=O)OC2CC(=O)NC(C(=O)NC(CSSCCC=C2)C(=O)N1)C(C)C)C(C)C. Drug 2: C(CCl)NC(=O)N(CCCl)N=O. Cell line: SNB-75. Synergy scores: CSS=48.8, Synergy_ZIP=-1.44, Synergy_Bliss=-2.60, Synergy_Loewe=-71.7, Synergy_HSA=-2.49. (9) Drug 1: C1=CN(C(=O)N=C1N)C2C(C(C(O2)CO)O)O.Cl. Drug 2: C(CC(=O)O)C(=O)CN.Cl. Cell line: KM12. Synergy scores: CSS=39.0, Synergy_ZIP=-7.47, Synergy_Bliss=-2.98, Synergy_Loewe=-0.996, Synergy_HSA=0.867. (10) Drug 1: COC1=C(C=C2C(=C1)N=CN=C2NC3=CC(=C(C=C3)F)Cl)OCCCN4CCOCC4. Drug 2: CCN(CC)CCCC(C)NC1=C2C=C(C=CC2=NC3=C1C=CC(=C3)Cl)OC. Cell line: HCT-15. Synergy scores: CSS=66.7, Synergy_ZIP=11.1, Synergy_Bliss=11.6, Synergy_Loewe=12.2, Synergy_HSA=14.4.